From a dataset of Catalyst prediction with 721,799 reactions and 888 catalyst types from USPTO. Predict which catalyst facilitates the given reaction. (1) Reactant: [CH2:1]([C:8]1[NH:26][C:11]2[N:12]=[N:13][C:14]([CH2:16][CH2:17][CH2:18][CH2:19][C:20]3[S:24][C:23]([NH2:25])=[N:22][N:21]=3)=[CH:15][C:10]=2[CH:9]=1)[C:2]1[CH:7]=[CH:6][CH:5]=[CH:4][CH:3]=1.[OH:27][C@@H:28]([C:32]1[CH:37]=[CH:36][CH:35]=[CH:34][CH:33]=1)[C:29](O)=[O:30]. Product: [CH2:1]([C:8]1[NH:26][C:11]2[N:12]=[N:13][C:14]([CH2:16][CH2:17][CH2:18][CH2:19][C:20]3[S:24][C:23]([NH:25][C:29](=[O:30])[C@@H:28]([OH:27])[C:32]4[CH:37]=[CH:36][CH:35]=[CH:34][CH:33]=4)=[N:22][N:21]=3)=[CH:15][C:10]=2[CH:9]=1)[C:2]1[CH:7]=[CH:6][CH:5]=[CH:4][CH:3]=1. The catalyst class is: 3. (2) Reactant: [C:1]([O:5][C:6](=[O:31])[NH:7][C:8]1[CH:13]=[C:12]([N:14]2[CH2:19][CH2:18][C:17]([F:21])([F:20])[CH2:16][CH2:15]2)[CH:11]=[C:10]([CH2:22][S:23][C:24]2[CH:28]=[C:27]([CH2:29][CH3:30])[NH:26][N:25]=2)[N:9]=1)([CH3:4])([CH3:3])[CH3:2].[C:32](=O)([O-])[O-].[Cs+].[Cs+].CI.O. Product: [C:1]([O:5][C:6](=[O:31])[NH:7][C:8]1[CH:13]=[C:12]([N:14]2[CH2:19][CH2:18][C:17]([F:21])([F:20])[CH2:16][CH2:15]2)[CH:11]=[C:10]([CH2:22][S:23][C:24]2[CH:28]=[C:27]([CH2:29][CH3:30])[N:26]([CH3:32])[N:25]=2)[N:9]=1)([CH3:4])([CH3:3])[CH3:2]. The catalyst class is: 9. (3) The catalyst class is: 12. Reactant: [O:1]=[C:2]1[C:6]2[CH:7]=[CH:8][CH:9]=[CH:10][C:5]=2[CH:4]([C:11]([O:13][CH2:14][CH3:15])=[O:12])[O:3]1.[CH2:16]=[O:17].C1CCN2C(=NCCC2)CC1. Product: [OH:17][CH2:16][C:4]1([C:11]([O:13][CH2:14][CH3:15])=[O:12])[C:5]2[CH:10]=[CH:9][CH:8]=[CH:7][C:6]=2[C:2](=[O:1])[O:3]1. (4) Reactant: [C:1](Cl)(=[O:4])[CH:2]=[CH2:3].Cl.[NH2:7][C@H:8]([C:13]([NH2:15])=[O:14])[CH2:9][C:10](=[O:12])[NH2:11].C(=O)([O-])[O-].[K+].[K+].N[C@H](C(N)=O)CC(=O)N. Product: [C:1]([NH:15][C:13](=[O:14])[C@H:8]([CH2:9][C:10](=[O:12])[NH2:11])[NH2:7])(=[O:4])[CH:2]=[CH2:3]. The catalyst class is: 581. (5) Reactant: [CH3:1][O:2][N:3]=[C:4]1[C:12]2[C:7](=[CH:8][N+:9]([O-])=[CH:10][CH:11]=2)[O:6][CH2:5]1.P(Cl)(Cl)([Cl:16])=O. Product: [CH3:1][O:2][N:3]=[C:4]1[C:12]2[C:7](=[C:8]([Cl:16])[N:9]=[CH:10][CH:11]=2)[O:6][CH2:5]1. The catalyst class is: 2.